Dataset: Forward reaction prediction with 1.9M reactions from USPTO patents (1976-2016). Task: Predict the product of the given reaction. (1) Given the reactants [Cl:1][C:2]1[CH:10]=[CH:9][C:8]2[N:7]([CH2:11][C:12]([C:15]3[CH:20]=[CH:19][C:18]([O:21][CH3:22])=[C:17]([F:23])[CH:16]=3)(O)[CH3:13])[C:6]3[CH2:24][CH2:25][N:26]([CH3:28])[CH2:27][C:5]=3[C:4]=2[CH:3]=1.S(=O)(=O)(O)O.[OH-].[K+], predict the reaction product. The product is: [Cl:1][C:2]1[CH:10]=[CH:9][C:8]2[N:7](/[CH:11]=[C:12](/[C:15]3[CH:20]=[CH:19][C:18]([O:21][CH3:22])=[C:17]([F:23])[CH:16]=3)\[CH3:13])[C:6]3[CH2:24][CH2:25][N:26]([CH3:28])[CH2:27][C:5]=3[C:4]=2[CH:3]=1.[Cl:1][C:2]1[CH:10]=[CH:9][C:8]2[N:7]([CH2:11][C:12]([C:15]3[CH:20]=[CH:19][C:18]([O:21][CH3:22])=[C:17]([F:23])[CH:16]=3)=[CH2:13])[C:6]3[CH2:24][CH2:25][N:26]([CH3:28])[CH2:27][C:5]=3[C:4]=2[CH:3]=1. (2) Given the reactants [CH2:1]([S:8][C:9]1[C:14]([C:15]([O:17][CH3:18])=[O:16])=[C:13]([N:19]2[CH2:24][CH2:23][CH:22]([OH:25])[CH2:21][CH2:20]2)[N:12]=[C:11](Cl)[N:10]=1)[C:2]1[CH:7]=[CH:6][CH:5]=[CH:4][CH:3]=1.C(Cl)(Cl)Cl.[N:31]1[CH:32]=[CH:33][N:34]2[CH2:39][CH2:38][NH:37][CH2:36][C:35]=12.C(N(CC)CC)C, predict the reaction product. The product is: [CH2:1]([S:8][C:9]1[C:14]([C:15]([O:17][CH3:18])=[O:16])=[C:13]([N:19]2[CH2:24][CH2:23][CH:22]([OH:25])[CH2:21][CH2:20]2)[N:12]=[C:11]([N:37]2[CH2:38][CH2:39][N:34]3[CH:33]=[CH:32][N:31]=[C:35]3[CH2:36]2)[N:10]=1)[C:2]1[CH:7]=[CH:6][CH:5]=[CH:4][CH:3]=1. (3) The product is: [CH3:28][C:26]1[CH:25]=[CH:24][N:23]=[C:22]([NH:21][C:19]2[S:20][C:14]3[CH2:13][CH2:12][C:11](=[O:29])[C:10]4[NH:9][N:8]=[CH:17][C:16]=4[C:15]=3[N:18]=2)[N:27]=1. Given the reactants COC1C=CC(C[N:8]2[CH:17]=[C:16]3[C:10]([C:11](=[O:29])[CH2:12][CH2:13][C:14]4[S:20][C:19]([NH:21][C:22]5[N:27]=[C:26]([CH3:28])[CH:25]=[CH:24][N:23]=5)=[N:18][C:15]=43)=[N:9]2)=CC=1, predict the reaction product. (4) Given the reactants [BH4-].[Na+].[C:3]([C:6]1[CH:11]=[C:10]([CH3:12])[N:9]=[C:8]2[S:13][C:14]([C:17]([NH2:19])=[O:18])=[C:15]([NH2:16])[C:7]=12)(=[O:5])[CH3:4], predict the reaction product. The product is: [NH2:16][C:15]1[C:7]2[C:8](=[N:9][C:10]([CH3:12])=[CH:11][C:6]=2[CH:3]([OH:5])[CH3:4])[S:13][C:14]=1[C:17]([NH2:19])=[O:18]. (5) Given the reactants [CH3:1][N:2]([CH3:17])[S:3]([C:6]1[CH:7]=[C:8]2[C:12](=[CH:13][CH:14]=1)[NH:11][C:10](=[O:15])[C:9]2=[O:16])(=[O:5])=[O:4].[H-].[Na+].Br[CH2:21][C:22]([O:24][C:25]([CH3:28])([CH3:27])[CH3:26])=[O:23], predict the reaction product. The product is: [CH3:1][N:2]([CH3:17])[S:3]([C:6]1[CH:7]=[C:8]2[C:12](=[CH:13][CH:14]=1)[N:11]([CH2:21][C:22]([O:24][C:25]([CH3:28])([CH3:27])[CH3:26])=[O:23])[C:10](=[O:15])[C:9]2=[O:16])(=[O:5])=[O:4]. (6) Given the reactants [CH3:1][C:2]1[CH:7]=[C:6]([CH3:8])[CH:5]=[CH:4][C:3]=1[N:9]1[C:13](=[O:14])[CH2:12][S:11][C:10]1=[S:15].C([O-])(=O)C.[Na+].[N+:21]([C:24]1[CH:25]=[C:26]([C:30]2[O:34][C:33]([CH:35]=O)=[CH:32][CH:31]=2)[CH:27]=[CH:28][CH:29]=1)([O-:23])=[O:22], predict the reaction product. The product is: [CH3:1][C:2]1[CH:7]=[C:6]([CH3:8])[CH:5]=[CH:4][C:3]=1[N:9]1[C:13](=[O:14])[C:12](=[CH:35][C:33]2[O:34][C:30]([C:26]3[CH:27]=[CH:28][CH:29]=[C:24]([N+:21]([O-:23])=[O:22])[CH:25]=3)=[CH:31][CH:32]=2)[S:11][C:10]1=[S:15]. (7) Given the reactants [N+:1]([C:4]1[CH:18]=[CH:17][C:7]([CH2:8][O:9][CH2:10][CH2:11][N:12]2[CH:16]=[CH:15][N:14]=[N:13]2)=[CH:6][CH:5]=1)([O-])=O.C1COCC1, predict the reaction product. The product is: [N:12]1([CH2:11][CH2:10][O:9][CH2:8][C:7]2[CH:6]=[CH:5][C:4]([NH2:1])=[CH:18][CH:17]=2)[CH:16]=[CH:15][N:14]=[N:13]1. (8) Given the reactants [CH3:1][C:2]1([CH3:37])[O:13][C@H:12]2[C@@H:4]([C@@H:5]([C@H:23]([O:28][CH2:29][C:30]3[CH:35]=[CH:34][C:33]([F:36])=[CH:32][CH:31]=3)[C:24]([F:27])([F:26])[F:25])[O:6][C@H:7]3[C@@H:11]2[N:10]=[C:9]([N:14](C)[C:15](=O)OC(C)(C)C)[S:8]3)[O:3]1.BrC[Mg], predict the reaction product. The product is: [CH3:15][NH:14][C:9]1[S:8][C@@H:7]2[C@@H:11]([C@@H:12]3[C@@H:4]([C@@H:5]([C@H:23]([O:28][CH2:29][C:30]4[CH:31]=[CH:32][C:33]([F:36])=[CH:34][CH:35]=4)[C:24]([F:26])([F:27])[F:25])[O:6]2)[O:3][C:2]([CH3:37])([CH3:1])[O:13]3)[N:10]=1. (9) Given the reactants [OH:1][N:2]=[C:3]([NH2:13])[C:4]1[CH:9]=[CH:8][C:7]([N+:10]([O-:12])=[O:11])=[CH:6][CH:5]=1.Cl[C:15](=O)[CH2:16][CH2:17][CH2:18][C:19]([O:21][CH3:22])=[O:20], predict the reaction product. The product is: [N+:10]([C:7]1[CH:6]=[CH:5][C:4]([C:3]2[N:13]=[C:15]([CH2:16][CH2:17][CH2:18][C:19]([O:21][CH3:22])=[O:20])[O:1][N:2]=2)=[CH:9][CH:8]=1)([O-:12])=[O:11].